Task: Predict the reactants needed to synthesize the given product.. Dataset: Full USPTO retrosynthesis dataset with 1.9M reactions from patents (1976-2016) (1) Given the product [Cl:1][C:2]1[CH:3]=[N:4][C:5]2[C:10]([C:11]=1[N:17]1[CH2:21][CH2:20][CH2:19][CH2:18]1)=[CH:9][C:8]([C:13]([O:15][CH3:16])=[O:14])=[CH:7][CH:6]=2, predict the reactants needed to synthesize it. The reactants are: [Cl:1][C:2]1[CH:3]=[N:4][C:5]2[C:10]([C:11]=1Cl)=[CH:9][C:8]([C:13]([O:15][CH3:16])=[O:14])=[CH:7][CH:6]=2.[NH:17]1[CH2:21][CH2:20][CH2:19][CH2:18]1.CN1C(=O)CCC1. (2) Given the product [CH3:41][O:40][C:36]1[CH:35]=[C:34]([NH:33][CH:26]([C:27]2[CH:32]=[CH:31][CH:30]=[CH:29][CH:28]=2)[C:8]([C:10]2[C:14]3[CH:15]=[N:16][CH:17]=[CH:18][C:13]=3[NH:12][CH:11]=2)=[O:9])[CH:39]=[CH:38][CH:37]=1, predict the reactants needed to synthesize it. The reactants are: C(N(CC)CC)C.[CH:8]([C:10]1[C:14]2[CH:15]=[N:16][CH:17]=[CH:18][C:13]=2[N:12](C(OC(C)(C)C)=O)[CH:11]=1)=[O:9].[CH:26](=[N:33][C:34]1[CH:39]=[CH:38][CH:37]=[C:36]([O:40][CH3:41])[CH:35]=1)[C:27]1[CH:32]=[CH:31][CH:30]=[CH:29][CH:28]=1.